Dataset: Forward reaction prediction with 1.9M reactions from USPTO patents (1976-2016). Task: Predict the product of the given reaction. (1) Given the reactants [Cl:1][C:2]1[C:3]([C:8]2[CH:9]=[C:10]3[C:14](=[C:15]([O:17][CH2:18][CH2:19][C:20]4[CH:25]=[CH:24][CH:23]=[CH:22][N:21]=4)[CH:16]=2)[NH:13][N:12]=[C:11]3[NH2:26])=[N:4][CH:5]=[CH:6][CH:7]=1.[C:27](O)(=[O:37])[C:28]1[C:29](=[CH:33][CH:34]=[CH:35][CH:36]=1)[C:30](O)=[O:31].N1(O)C2C=CC=CC=2N=N1.Cl.CN(C)CCCN=C=NCC.C(=O)([O-])O.[Na+], predict the reaction product. The product is: [Cl:1][C:2]1[C:3]([C:8]2[CH:9]=[C:10]3[C:14](=[C:15]([O:17][CH2:18][CH2:19][C:20]4[CH:25]=[CH:24][CH:23]=[CH:22][N:21]=4)[CH:16]=2)[NH:13][N:12]=[C:11]3[N:26]2[C:30](=[O:31])[C:29]3[C:28](=[CH:36][CH:35]=[CH:34][CH:33]=3)[C:27]2=[O:37])=[N:4][CH:5]=[CH:6][CH:7]=1. (2) Given the reactants C([O:3][C:4]([C:6]1[S:10][C:9]([C:11]2[CH:16]=[CH:15][C:14]([C:17]([F:20])([F:19])[F:18])=[CH:13][CH:12]=2)=[N:8][C:7]=1[CH2:21][CH2:22][CH2:23][O:24][CH2:25][C:26]1[CH:31]=[CH:30][CH:29]=[CH:28][CH:27]=1)=O)C.[H-].[Al+3].[Li+].[H-].[H-].[H-].C(OCC)(=O)C.[Cl-].[NH4+], predict the reaction product. The product is: [CH2:25]([O:24][CH2:23][CH2:22][CH2:21][C:7]1[N:8]=[C:9]([C:11]2[CH:12]=[CH:13][C:14]([C:17]([F:18])([F:20])[F:19])=[CH:15][CH:16]=2)[S:10][C:6]=1[CH2:4][OH:3])[C:26]1[CH:27]=[CH:28][CH:29]=[CH:30][CH:31]=1. (3) Given the reactants [CH3:1][O:2][C:3]([C:5]1[S:6][C:7]([C:14]([OH:16])=O)=[CH:8][C:9]=1[C:10]([F:13])([F:12])[F:11])=[O:4].C(N(CC)CC)C.C(Cl)CCl.C1C=CC2N(O)N=NC=2C=1.Cl.[NH2:39][CH2:40][C:41]1[CH:49]=[CH:48][CH:47]=[C:46]2[C:42]=1[CH2:43][C:44](=[O:50])[NH:45]2, predict the reaction product. The product is: [CH3:1][O:2][C:3]([C:5]1[S:6][C:7]([C:14](=[O:16])[NH:39][CH2:40][C:41]2[CH:49]=[CH:48][CH:47]=[C:46]3[C:42]=2[CH2:43][C:44](=[O:50])[NH:45]3)=[CH:8][C:9]=1[C:10]([F:11])([F:12])[F:13])=[O:4].